Dataset: Catalyst prediction with 721,799 reactions and 888 catalyst types from USPTO. Task: Predict which catalyst facilitates the given reaction. (1) Reactant: [CH3:1][O:2][C:3](=[O:21])[CH2:4][C:5]1([N:11]2[C:15]3[CH:16]=[CH:17][CH:18]=[CH:19][C:14]=3[NH:13][C:12]2=[O:20])[CH2:10][CH2:9][CH2:8][CH2:7][CH2:6]1.[I-].[CH3:23][N:24]1[C:32]2[C:27](=[C:28]([CH3:33])[CH:29]=[CH:30][CH:31]=2)[C:26]([CH2:34][N+](C)(C)C)=[CH:25]1.C([O-])([O-])=O.[K+].[K+]. Product: [CH3:1][O:2][C:3](=[O:21])[CH2:4][C:5]1([N:11]2[C:15]3[CH:16]=[CH:17][CH:18]=[CH:19][C:14]=3[N:13]([CH2:34][CH:26]3[C:27]4[C:32](=[CH:31][CH:30]=[CH:29][C:28]=4[CH3:33])[N:24]([CH3:23])[CH2:25]3)[C:12]2=[O:20])[CH2:10][CH2:9][CH2:8][CH2:7][CH2:6]1. The catalyst class is: 31. (2) Reactant: P([O-])([O-])([O-])=O.[K+].[K+].[K+].Br[C:10]1[CH:15]=[CH:14][C:13]([CH3:16])=[CH:12][N:11]=1.[OH:17][CH2:18][C:19]1[CH:20]=[C:21](B(O)O)[CH:22]=[CH:23][CH:24]=1. Product: [CH3:16][C:13]1[CH:14]=[CH:15][C:10]([C:23]2[CH:24]=[C:19]([CH2:18][OH:17])[CH:20]=[CH:21][CH:22]=2)=[N:11][CH:12]=1. The catalyst class is: 70. (3) Reactant: [CH3:1][C:2]1[CH:3]=[C:4]([C:26]#[N:27])[N:5]2[C:10]3[CH:11]=[CH:12][CH:13]=[CH:14][C:9]=3[O:8][C:7]3([CH2:19][CH2:18][N:17](C(=O)C(F)(F)F)[CH2:16][CH2:15]3)[C:6]=12.C([O-])([O-])=O.[K+].[K+].O. Product: [CH3:1][C:2]1[CH:3]=[C:4]([C:26]#[N:27])[N:5]2[C:6]=1[C:7]1([CH2:15][CH2:16][NH:17][CH2:18][CH2:19]1)[O:8][C:9]1[CH:14]=[CH:13][CH:12]=[CH:11][C:10]2=1. The catalyst class is: 5. (4) Reactant: [F:1][C:2]1[C:7]([C:8]([C:10]2[CH:11]=[C:12]3[C:17](=[CH:18][CH:19]=2)[N:16]=[CH:15][N:14]=[CH:13]3)=[O:9])=[C:6]([F:20])[C:5]([F:21])=[CH:4][C:3]=1[NH:22]C(=O)C(C)(C)C.Cl.[OH-].[Na+]. Product: [NH2:22][C:3]1[C:2]([F:1])=[C:7]([C:8]([C:10]2[CH:11]=[C:12]3[C:17](=[CH:18][CH:19]=2)[N:16]=[CH:15][N:14]=[CH:13]3)=[O:9])[C:6]([F:20])=[C:5]([F:21])[CH:4]=1. The catalyst class is: 52.